Dataset: Catalyst prediction with 721,799 reactions and 888 catalyst types from USPTO. Task: Predict which catalyst facilitates the given reaction. Reactant: [Br:1][C:2]1[C:7]([C:8]([OH:10])=[O:9])=[C:6]([NH:11][C:12]2[CH:17]=[CH:16][CH:15]=[CH:14][C:13]=2[Cl:18])[C:5]([F:19])=[C:4]([F:20])[CH:3]=1.[Si](C=[N+]=[N-])(C)(C)[CH3:22]. Product: [CH3:22][O:9][C:8](=[O:10])[C:7]1[C:2]([Br:1])=[CH:3][C:4]([F:20])=[C:5]([F:19])[C:6]=1[NH:11][C:12]1[CH:17]=[CH:16][CH:15]=[CH:14][C:13]=1[Cl:18]. The catalyst class is: 36.